From a dataset of Full USPTO retrosynthesis dataset with 1.9M reactions from patents (1976-2016). Predict the reactants needed to synthesize the given product. (1) Given the product [OH:1][C@@H:2]1[C@H:6]([OH:7])[C@@H:5]([CH2:8][OH:9])[O:4][C@H:3]1[N:10]1[CH:18]=[N:17][C:16]2[C:11]1=[N:12][C:13]([C:34]([NH:49][CH2:48][CH2:47][N:44]1[CH2:45][CH2:46][CH:41]([CH:38]([CH3:40])[CH3:39])[CH2:42][CH2:43]1)=[O:35])=[N:14][C:15]=2[NH:19][CH2:20][CH:21]([C:28]1[CH:33]=[CH:32][CH:31]=[CH:30][CH:29]=1)[C:22]1[CH:27]=[CH:26][CH:25]=[CH:24][CH:23]=1, predict the reactants needed to synthesize it. The reactants are: [OH:1][C@@H:2]1[C@H:6]([OH:7])[C@@H:5]([CH2:8][OH:9])[O:4][C@H:3]1[N:10]1[CH:18]=[N:17][C:16]2[C:11]1=[N:12][C:13]([C:34](OC)=[O:35])=[N:14][C:15]=2[NH:19][CH2:20][CH:21]([C:28]1[CH:33]=[CH:32][CH:31]=[CH:30][CH:29]=1)[C:22]1[CH:27]=[CH:26][CH:25]=[CH:24][CH:23]=1.[CH:38]([CH:41]1[CH2:46][CH2:45][N:44]([CH2:47][CH2:48][NH2:49])[CH2:43][CH2:42]1)([CH3:40])[CH3:39]. (2) Given the product [CH:10]([C:6]1[CH:5]=[C:4]([S:12]([NH2:15])(=[O:14])=[O:13])[CH:3]=[C:2]([C:23]2[CH:22]=[CH:21][CH:20]=[C:19]([N+:16]([O-:18])=[O:17])[CH:24]=2)[C:7]=1[O:8][CH3:9])=[O:11], predict the reactants needed to synthesize it. The reactants are: Br[C:2]1[CH:3]=[C:4]([S:12]([NH2:15])(=[O:14])=[O:13])[CH:5]=[C:6]([CH:10]=[O:11])[C:7]=1[O:8][CH3:9].[N+:16]([C:19]1[CH:20]=[C:21](B(O)O)[CH:22]=[CH:23][CH:24]=1)([O-:18])=[O:17]. (3) Given the product [C@@H:10]12[CH2:20][C@@H:13]([CH2:12][CH2:11]1)[C@@H:14]([C:15]([O:17][CH2:18][CH3:19])=[O:16])[NH:9]2, predict the reactants needed to synthesize it. The reactants are: C1([C@H]([N:9]2[C@H:14]([C:15]([O:17][CH2:18][CH3:19])=[O:16])[C@@H:13]3[CH2:20][C@H:10]2[CH:11]=[CH:12]3)C)C=CC=CC=1. (4) The reactants are: [CH:1]([C:3]1[CH:4]=[C:5]2[C:10](=[CH:11][CH:12]=1)[N:9]=[CH:8][C:7]([C:13]#[N:14])=[C:6]2[O:15][CH2:16][CH2:17][O:18][CH2:19][CH2:20][O:21][CH3:22])=O.COC1C=CC(/C=[C:38]2/[C:39]([NH:41][C:42]([S:44]/2)=[NH:43])=[O:40])=CC=1OC1CCCC1.C([O-])(=O)C.[Na+].O. Given the product [NH2:43][C:42]1[S:44]/[C:38](=[CH:1]\[C:3]2[CH:4]=[C:5]3[C:10](=[CH:11][CH:12]=2)[N:9]=[CH:8][C:7]([C:13]#[N:14])=[C:6]3[O:15][CH2:16][CH2:17][O:18][CH2:19][CH2:20][O:21][CH3:22])/[C:39](=[O:40])[N:41]=1, predict the reactants needed to synthesize it. (5) Given the product [Cl:1][C:2]1[N:7]=[CH:6][C:5]2[CH:8]=[CH:9][N:10]([CH:12]([CH3:14])[CH3:13])[C:4]=2[CH:3]=1, predict the reactants needed to synthesize it. The reactants are: [Cl:1][C:2]1[N:7]=[CH:6][C:5]2[CH:8]=[CH:9][NH:10][C:4]=2[CH:3]=1.Br[CH:12]([CH3:14])[CH3:13]. (6) Given the product [CH2:38]([C:32]1[CH:31]=[C:30]2[C:35]([CH:36]=[C:27]3[C:12]4[CH:13]=[C:14]5[C:19](=[CH:20][C:11]=4[Se:7][C:28]3=[CH:29]2)[CH:18]=[C:17]([CH2:21][CH2:22][CH2:23][CH2:24][CH2:25][CH3:26])[CH:16]=[CH:15]5)=[CH:34][CH:33]=1)[CH2:39][CH2:40][CH2:41][CH2:42][CH3:43], predict the reactants needed to synthesize it. The reactants are: [Se].S(Cl)(Cl)(=O)=O.[Se:7](Cl)Cl.Br[C:11]1[C:12]([C:27]2[C:36](Br)=[CH:35][C:34]3[C:29](=[CH:30][CH:31]=[C:32]([CH2:38][CH2:39][CH2:40][CH2:41][CH2:42][CH3:43])[CH:33]=3)[CH:28]=2)=[CH:13][C:14]2[C:19]([CH:20]=1)=[CH:18][C:17]([CH2:21][CH2:22][CH2:23][CH2:24][CH2:25][CH3:26])=[CH:16][CH:15]=2.C([Li])(C)(C)C.